From a dataset of Peptide-MHC class II binding affinity with 134,281 pairs from IEDB. Regression. Given a peptide amino acid sequence and an MHC pseudo amino acid sequence, predict their binding affinity value. This is MHC class II binding data. The peptide sequence is SMVGLFSNNPHDLPL. The MHC is DRB1_0301 with pseudo-sequence DRB1_0301. The binding affinity (normalized) is 0.106.